This data is from Reaction yield outcomes from USPTO patents with 853,638 reactions. The task is: Predict the reaction yield, written as a fraction of the theoretical maximum amount of product (1.0 means a 100% yield; for example, 0.34 means a 34% yield). (1) The reactants are [CH3:1][O:2][C:3]1[CH:10]=[CH:9][C:6]([CH2:7][NH2:8])=[CH:5][CH:4]=1.Cl[C:12]1[N:20]=[CH:19][CH:18]=[CH:17][C:13]=1[C:14]([OH:16])=[O:15]. The catalyst is N1C=CC=CC=1. The product is [CH3:1][O:2][C:3]1[CH:10]=[CH:9][C:6]([CH2:7][NH:8][C:12]2[N:20]=[CH:19][CH:18]=[CH:17][C:13]=2[C:14]([OH:16])=[O:15])=[CH:5][CH:4]=1. The yield is 0.770. (2) The reactants are C(Cl)CCl.C1C=CC2N(O)N=NC=2C=1.[CH3:15][O:16][C:17]1[C:31]([O:32][CH3:33])=[CH:30][C:20]2[NH:21][C:22]([C:24]3[C:28]([NH2:29])=[CH:27][NH:26][N:25]=3)=[N:23][C:19]=2[CH:18]=1.[F:34][C:35]1[CH:36]=[CH:37][C:38]([O:44][CH3:45])=[C:39]([CH:43]=1)[C:40](O)=[O:41]. The catalyst is CN(C=O)C. The product is [CH3:33][O:32][C:31]1[C:17]([O:16][CH3:15])=[CH:18][C:19]2[NH:23][C:22]([C:24]3[C:28]([NH:29][C:40](=[O:41])[C:39]4[CH:43]=[C:35]([F:34])[CH:36]=[CH:37][C:38]=4[O:44][CH3:45])=[CH:27][NH:26][N:25]=3)=[N:21][C:20]=2[CH:30]=1. The yield is 0.810. (3) The reactants are [C:1]([OH:6])(=O)[C@H:2]([CH3:4])[OH:3].O.ON1C2C=CC=CC=2N=N1.Cl.C(N=C=NCCCN(C)C)C.C(N(CC)CC)C.[CH2:37]([N:41]1[C:49]([N:50]2[CH2:55][CH2:54][NH:53][C@@H:52]([CH3:56])[CH2:51]2)=[N:48][C:47]2[C:42]1=[N:43][C:44]([C:63]1[CH:64]=[N:65][C:66]([NH2:69])=[N:67][CH:68]=1)=[N:45][C:46]=2[N:57]1[CH2:62][CH2:61][O:60][CH2:59][CH2:58]1)[CH:38]([CH3:40])[CH3:39]. The catalyst is C(Cl)Cl.CO.C(Cl)Cl.CN(C)C=O. The product is [NH2:69][C:66]1[N:65]=[CH:64][C:63]([C:44]2[N:43]=[C:42]3[C:47]([N:48]=[C:49]([N:50]4[CH2:55][CH2:54][N:53]([C:1](=[O:6])[C@@H:2]([OH:3])[CH3:4])[C@@H:52]([CH3:56])[CH2:51]4)[N:41]3[CH2:37][CH:38]([CH3:39])[CH3:40])=[C:46]([N:57]3[CH2:62][CH2:61][O:60][CH2:59][CH2:58]3)[N:45]=2)=[CH:68][N:67]=1. The yield is 0.530. (4) The reactants are [Cl:1][C:2]1[CH:32]=[CH:31][C:5]([CH2:6][N:7]2[C:15]3[C:14](=[O:16])[NH:13][C:12](=[O:17])[N:11]([CH3:18])[C:10]=3[N:9]=[C:8]2[O:19][C:20]2[CH:25]=[CH:24][CH:23]=[C:22]([O:26][C:27]([F:30])([F:29])[F:28])[CH:21]=2)=[CH:4][CH:3]=1.C(=O)([O-])[O-].[K+].[K+].Cl[CH2:40][C:41](=[O:43])[CH3:42]. The catalyst is CCCC[N+](CCCC)(CCCC)CCCC.[I-].CN(C=O)C.O. The product is [Cl:1][C:2]1[CH:3]=[CH:4][C:5]([CH2:6][N:7]2[C:15]3[C:14](=[O:16])[N:13]([CH2:40][C:41](=[O:43])[CH3:42])[C:12](=[O:17])[N:11]([CH3:18])[C:10]=3[N:9]=[C:8]2[O:19][C:20]2[CH:25]=[CH:24][CH:23]=[C:22]([O:26][C:27]([F:30])([F:28])[F:29])[CH:21]=2)=[CH:31][CH:32]=1. The yield is 0.790. (5) The reactants are [O:1]=[C:2]([CH3:9])[CH2:3][C:4]([O:6][CH2:7][CH3:8])=[O:5].[H-].[Na+].Cl[C:13]1[CH:18]=[CH:17][N:16]([CH3:19])[C:15](=[O:20])[C:14]=1[N+:21]([O-:23])=[O:22]. The catalyst is O1CCCC1. The product is [CH3:19][N:16]1[CH:17]=[CH:18][C:13]([CH:3]([C:2](=[O:1])[CH3:9])[C:4]([O:6][CH2:7][CH3:8])=[O:5])=[C:14]([N+:21]([O-:23])=[O:22])[C:15]1=[O:20]. The yield is 0.560. (6) The reactants are Cl.[C:2]1(=[O:12])[C:6]2([CH2:11][CH2:10][NH:9][CH2:8][CH2:7]2)[CH2:5][CH2:4][NH:3]1.C(N(CC)CC)C.[Cl:20][C:21]1[CH:26]=[C:25]([C:27]([F:30])([F:29])[F:28])[CH:24]=[CH:23][C:22]=1[S:31](Cl)(=[O:33])=[O:32]. The catalyst is ClCCl. The product is [Cl:20][C:21]1[CH:26]=[C:25]([C:27]([F:29])([F:28])[F:30])[CH:24]=[CH:23][C:22]=1[S:31]([N:9]1[CH2:10][CH2:11][C:6]2([C:2](=[O:12])[NH:3][CH2:4][CH2:5]2)[CH2:7][CH2:8]1)(=[O:33])=[O:32]. The yield is 0.570. (7) The reactants are [NH2:1][C:2]1[C:3]2[N:4]([C:8]([CH2:26][NH2:27])=[N:9][C:10]=2[C:11]2[CH:25]=[CH:24][C:14]([C:15]([NH:17][C:18]3[CH:23]=[CH:22][CH:21]=[CH:20][N:19]=3)=[O:16])=[CH:13][CH:12]=2)[CH:5]=[CH:6][N:7]=1.[C:28](Cl)(=[O:31])[CH:29]=[CH2:30]. No catalyst specified. The product is [C:28]([NH:27][CH2:26][C:8]1[N:4]2[CH:5]=[CH:6][N:7]=[C:2]([NH2:1])[C:3]2=[C:10]([C:11]2[CH:25]=[CH:24][C:14]([C:15]([NH:17][C:18]3[CH:23]=[CH:22][CH:21]=[CH:20][N:19]=3)=[O:16])=[CH:13][CH:12]=2)[N:9]=1)(=[O:31])[CH:29]=[CH2:30]. The yield is 0.0400. (8) The reactants are [C:1]([C:3]1[C:4](OS(C(F)(F)F)(=O)=O)=[N:5][C:6]([CH:26]2[CH2:28][CH2:27]2)=[CH:7][C:8]=1[C:9]1[CH:14]=[CH:13][C:12]([NH:15][C:16]([NH:18][C:19]2[CH:24]=[CH:23][CH:22]=[CH:21][C:20]=2[F:25])=O)=[CH:11][CH:10]=1)#[N:2].[OH2:37].[NH2:38][NH2:39]. The catalyst is C(O)CC. The product is [NH2:2][C:1]1[C:3]2[C:4](=[N:5][C:6]([CH:26]3[CH2:28][CH2:27]3)=[CH:7][C:8]=2[C:9]2[CH:10]=[CH:11][C:12]([NH:15][C:16]([NH:18][C:19]3[CH:24]=[CH:23][CH:22]=[CH:21][C:20]=3[F:25])=[O:37])=[CH:13][CH:14]=2)[NH:39][N:38]=1. The yield is 0.260. (9) The reactants are [ClH:1].[CH2:2]([C:5]1[N:6]=[C:7]([NH2:10])[NH:8][CH:9]=1)[C:3]#[CH:4].[N:11]([CH2:14][C:15]([CH3:23])=[CH:16][C:17]1[CH:22]=[CH:21][CH:20]=[CH:19][CH:18]=1)=[N+:12]=[N-:13]. No catalyst specified. The product is [ClH:1].[CH3:23][C:15](=[CH:16][C:17]1[CH:22]=[CH:21][CH:20]=[CH:19][CH:18]=1)[CH2:14][N:11]1[CH:4]=[C:3]([CH2:2][C:5]2[N:6]=[C:7]([NH2:10])[NH:8][CH:9]=2)[N:13]=[N:12]1. The yield is 0.910.